Predict the product of the given reaction. From a dataset of Forward reaction prediction with 1.9M reactions from USPTO patents (1976-2016). The product is: [CH2:41]([S:43]([N:8]1[CH2:9][CH2:10][N:5]([CH2:4][C:3]2[C:2]([F:1])=[C:21]([NH:22][C:23]([NH:25][C:26]3[CH:31]=[CH:30][N:29]=[C:28]([CH3:32])[CH:27]=3)=[O:24])[CH:20]=[CH:19][CH:18]=2)[CH2:6][CH2:7]1)(=[O:45])=[O:44])[CH3:42]. Given the reactants [F:1][C:2]1[C:21]([NH:22][C:23]([NH:25][C:26]2[CH:31]=[CH:30][N:29]=[C:28]([CH3:32])[CH:27]=2)=[O:24])=[CH:20][CH:19]=[CH:18][C:3]=1[CH2:4][N:5]1[CH2:10][CH2:9][N:8](C(OC(C)(C)C)=O)[CH2:7][CH2:6]1.Cl.CCN(CC)CC.[CH2:41]([S:43](Cl)(=[O:45])=[O:44])[CH3:42], predict the reaction product.